Dataset: Reaction yield outcomes from USPTO patents with 853,638 reactions. Task: Predict the reaction yield, written as a fraction of the theoretical maximum amount of product (1.0 means a 100% yield; for example, 0.34 means a 34% yield). (1) The reactants are [NH2:1][C:2]([C:4]1[CH:29]=[CH:28][C:7]([O:8][CH2:9][CH2:10][CH2:11][O:12][C:13]2[CH:14]=[C:15]3[C:19](=[CH:20][CH:21]=2)[C@H:18]([CH2:22][C:23]([O:25][CH2:26][CH3:27])=[O:24])[CH2:17][CH2:16]3)=[C:6]([O:30][CH3:31])[CH:5]=1)=[S:3].Cl[CH2:33][C:34](N(C)C)=[O:35].[CH3:39][CH:40](O)[CH3:41]. No catalyst specified. The product is [CH2:26]([O:25][C:23](=[O:24])[CH2:22][C@H:18]1[C:19]2[C:15](=[CH:14][C:13]([O:12][CH2:11][CH2:10][CH2:9][O:8][C:7]3[CH:28]=[CH:29][C:4]([C:2]4[S:3][CH:33]=[C:34]([O:35][CH:40]([CH3:41])[CH3:39])[N:1]=4)=[CH:5][C:6]=3[O:30][CH3:31])=[CH:21][CH:20]=2)[CH2:16][CH2:17]1)[CH3:27]. The yield is 0.490. (2) The reactants are [C:1](Cl)(=[O:11])[CH2:2][CH2:3][CH2:4][CH2:5][CH2:6][CH2:7][CH2:8][CH2:9][CH3:10].[F:13][C:14]([F:43])([F:42])[C:15]1[CH:41]=[CH:40][C:18]([CH2:19][O:20][C:21]2[CH:22]=[C:23]([CH:37]=[CH:38][CH:39]=2)[C:24]([NH:26][C:27]2[CH:32]=[CH:31][CH:30]=[CH:29][C:28]=2[S:33](=[O:36])(=[O:35])[NH2:34])=[O:25])=[CH:17][CH:16]=1. The catalyst is CN(C)C1C=CN=CC=1.O1CCCC1. The product is [F:43][C:14]([F:13])([F:42])[C:15]1[CH:16]=[CH:17][C:18]([CH2:19][O:20][C:21]2[CH:22]=[C:23]([CH:37]=[CH:38][CH:39]=2)[C:24]([NH:26][C:27]2[CH:32]=[CH:31][CH:30]=[CH:29][C:28]=2[S:33]([NH:34][C:1](=[O:11])[CH2:2][CH2:3][CH2:4][CH2:5][CH2:6][CH2:7][CH2:8][CH2:9][CH3:10])(=[O:36])=[O:35])=[O:25])=[CH:40][CH:41]=1. The yield is 0.846. (3) The reactants are [CH2:1]([O:3][C:4](=[O:33])[CH:5]=[C:6]([N:13]1[C:21]2[C:16](=[CH:17][C:18]([O:22][CH2:23][CH2:24][O:25]CC3C=CC=CC=3)=[CH:19][CH:20]=2)[CH:15]=[CH:14]1)[C:7]1[CH:12]=[CH:11][CH:10]=[CH:9][CH:8]=1)[CH3:2]. The catalyst is C(OCC)(=O)C.CO.[Pd]. The product is [CH2:1]([O:3][C:4](=[O:33])[CH2:5][CH:6]([N:13]1[C:21]2[C:16](=[CH:17][C:18]([O:22][CH2:23][CH2:24][OH:25])=[CH:19][CH:20]=2)[CH:15]=[CH:14]1)[C:7]1[CH:8]=[CH:9][CH:10]=[CH:11][CH:12]=1)[CH3:2]. The yield is 0.800. (4) The reactants are [Br:1][C:2]1[C:3]([F:21])=[C:4]([N:8]2[CH:13]=[C:12]([O:14][CH3:15])[C:11](=[O:16])[C:10]([C:17]([O:19]C)=[O:18])=[N:9]2)[CH:5]=[CH:6][CH:7]=1.[OH-].[Na+].Cl. The catalyst is CO. The product is [Br:1][C:2]1[C:3]([F:21])=[C:4]([N:8]2[CH:13]=[C:12]([O:14][CH3:15])[C:11](=[O:16])[C:10]([C:17]([OH:19])=[O:18])=[N:9]2)[CH:5]=[CH:6][CH:7]=1. The yield is 0.940. (5) The reactants are Cl[C:2]1[N:7]=[C:6]([CH3:8])[N:5]=[C:4]([NH2:9])[CH:3]=1.[N:10]1([CH2:16][CH2:17][OH:18])[CH2:15][CH2:14][NH:13][CH2:12][CH2:11]1.CCN(C(C)C)C(C)C. The catalyst is O1CCOCC1. The product is [NH2:9][C:4]1[N:5]=[C:6]([CH3:8])[N:7]=[C:2]([N:13]2[CH2:14][CH2:15][N:10]([CH2:16][CH2:17][OH:18])[CH2:11][CH2:12]2)[CH:3]=1. The yield is 0.265.